Task: Regression. Given a peptide amino acid sequence and an MHC pseudo amino acid sequence, predict their binding affinity value. This is MHC class II binding data.. Dataset: Peptide-MHC class II binding affinity with 134,281 pairs from IEDB (1) The peptide sequence is AITAMSEAQKAAKPA. The MHC is DRB1_0101 with pseudo-sequence DRB1_0101. The binding affinity (normalized) is 0.645. (2) The peptide sequence is VSTFSSGLVWGQKYF. The MHC is HLA-DQA10501-DQB10201 with pseudo-sequence HLA-DQA10501-DQB10201. The binding affinity (normalized) is 0.148. (3) The peptide sequence is TAMDVVYALKRQGRT. The MHC is H-2-IAs with pseudo-sequence H-2-IAs. The binding affinity (normalized) is 0. (4) The peptide sequence is EKKYFAATQIEPLAA. The MHC is HLA-DQA10501-DQB10301 with pseudo-sequence HLA-DQA10501-DQB10301. The binding affinity (normalized) is 0.422. (5) The peptide sequence is MATRFMTDPHAMRDM. The MHC is DRB1_1201 with pseudo-sequence DRB1_1201. The binding affinity (normalized) is 0.0902.